This data is from Forward reaction prediction with 1.9M reactions from USPTO patents (1976-2016). The task is: Predict the product of the given reaction. (1) Given the reactants [Cl:1][C:2]1[CH:7]=[C:6]([F:8])[CH:5]=[C:4]([F:9])[C:3]=1[O:10][CH3:11].C([Li])CCC.[I:17]I.OS([O-])=O.[Na+], predict the reaction product. The product is: [Cl:1][C:2]1[CH:7]=[C:6]([F:8])[C:5]([I:17])=[C:4]([F:9])[C:3]=1[O:10][CH3:11]. (2) Given the reactants [F:1][C:2]1[CH:7]=[CH:6][C:5]([S:8][CH2:9][CH:10]2[CH:15]([C:16]([OH:18])=O)[CH2:14][CH:13]=[CH:12][CH2:11]2)=[CH:4][CH:3]=1.Cl.[NH2:20][CH2:21][C:22]#[N:23].F[P-](F)(F)(F)(F)F.N1([PH+](N2CCCC2)N2CCCC2)CCCC1.C(N(CC)CC)C, predict the reaction product. The product is: [C:21]([CH2:22][NH:23][C:16]([CH:15]1[CH:10]([CH2:9][S:8][C:5]2[CH:4]=[CH:3][C:2]([F:1])=[CH:7][CH:6]=2)[CH2:11][CH:12]=[CH:13][CH2:14]1)=[O:18])#[N:20]. (3) Given the reactants Br[C:2]1[CH:10]=[CH:9][C:8]([C:11]([NH2:13])=[O:12])=[C:7]2[C:3]=1[C:4]1[CH2:17][N:16]([C:18]([C:31]3[CH:36]=[CH:35][CH:34]=[CH:33][CH:32]=3)([C:25]3[CH:30]=[CH:29][CH:28]=[CH:27][CH:26]=3)[C:19]3[CH:24]=[CH:23][CH:22]=[CH:21][CH:20]=3)[CH2:15][CH2:14][C:5]=1[NH:6]2.[CH3:37][C:38]1[C:43](B2OC(C)(C)C(C)(C)O2)=[CH:42][CH:41]=[CH:40][C:39]=1[N:53]1[C:62](=[O:63])[C:61]2[C:56](=[CH:57][CH:58]=[CH:59][CH:60]=2)[N:55]=[CH:54]1.C(=O)([O-])[O-].[Na+].[Na+], predict the reaction product. The product is: [CH3:37][C:38]1[C:39]([N:53]2[C:62](=[O:63])[C:61]3[C:56](=[CH:57][CH:58]=[CH:59][CH:60]=3)[N:55]=[CH:54]2)=[CH:40][CH:41]=[CH:42][C:43]=1[C:2]1[CH:10]=[CH:9][C:8]([C:11]([NH2:13])=[O:12])=[C:7]2[C:3]=1[C:4]1[CH2:17][N:16]([C:18]([C:19]3[CH:24]=[CH:23][CH:22]=[CH:21][CH:20]=3)([C:25]3[CH:30]=[CH:29][CH:28]=[CH:27][CH:26]=3)[C:31]3[CH:36]=[CH:35][CH:34]=[CH:33][CH:32]=3)[CH2:15][CH2:14][C:5]=1[NH:6]2. (4) Given the reactants [CH:1]([O:4][CH2:5][CH2:6][NH2:7])([CH3:3])[CH3:2].[Br:8][C:9]1[CH:10]=[C:11]([CH:27]=[CH:28][CH:29]=1)[CH2:12][C:13]1[C:14]([CH3:26])=[N:15][C:16]2[N:17]([N:20]=[CH:21][C:22]=2[C:23](O)=[O:24])[C:18]=1[CH3:19], predict the reaction product. The product is: [Br:8][C:9]1[CH:10]=[C:11]([CH:27]=[CH:28][CH:29]=1)[CH2:12][C:13]1[C:14]([CH3:26])=[N:15][C:16]2[N:17]([N:20]=[CH:21][C:22]=2[C:23]([NH:7][CH2:6][CH2:5][O:4][CH:1]([CH3:3])[CH3:2])=[O:24])[C:18]=1[CH3:19]. (5) Given the reactants I[C:2]1[C:7]([O:8][C:9]2[C:18]3[C:13](=[CH:14][C:15]([O:21][CH3:22])=[C:16]([O:19][CH3:20])[CH:17]=3)[N:12]=[CH:11][CH:10]=2)=[CH:6][CH:5]=[C:4]([CH3:23])[N:3]=1.[Cl:24][C:25]1[CH:30]=[CH:29][C:28](B(O)O)=[CH:27][CH:26]=1.C(=O)([O-])O.[Na+], predict the reaction product. The product is: [Cl:24][C:25]1[CH:30]=[CH:29][C:28]([C:2]2[C:7]([O:8][C:9]3[C:18]4[C:13](=[CH:14][C:15]([O:21][CH3:22])=[C:16]([O:19][CH3:20])[CH:17]=4)[N:12]=[CH:11][CH:10]=3)=[CH:6][CH:5]=[C:4]([CH3:23])[N:3]=2)=[CH:27][CH:26]=1. (6) Given the reactants [O-:1][P:2]([O:5][P:6]([O:9][P:10]([O-:13])([O-:12])=[O:11])([O-:8])=[O:7])([O-:4])=[O:3].[Na+].[Na+].[Na+].[Na+].[Na+].O.O.O.O.O.O.O.S([O-])([O-])(=O)=O.[Zn+2:31].O.O.O.[CH2:35]([N:37]([CH2:41][CH3:42])[C:38](=[S:40])[S-:39])[CH3:36].[Na+], predict the reaction product. The product is: [CH2:35]([N:37]([CH2:41][CH3:42])[C:38](=[S:39])[S-:40])[CH3:36].[Zn+:31].[O-:13][P:10]([O:9][P:6]([O:5][P:2]([O-:4])([O-:3])=[O:1])([O-:8])=[O:7])(=[O:11])[O-:12]. (7) Given the reactants N1C=CC=CC=1.[CH3:7][CH:8]([CH3:31])[CH:9]([NH:14][C:15]([C:17]1[S:18][C:19]([C:22]2[CH:27]=[CH:26][C:25]([N+:28]([O-])=O)=[CH:24][CH:23]=2)=[CH:20][N:21]=1)=[O:16])[C:10]([O:12][CH3:13])=[O:11].[C:32]([C:36]1[CH:44]=[CH:43][C:39]([C:40](Cl)=[O:41])=[CH:38][CH:37]=1)([CH3:35])([CH3:34])[CH3:33], predict the reaction product. The product is: [C:32]([C:36]1[CH:37]=[CH:38][C:39]([C:40]([NH:28][C:25]2[CH:26]=[CH:27][C:22]([C:19]3[S:18][C:17]([C:15]([NH:14][CH:9]([CH:8]([CH3:31])[CH3:7])[C:10]([O:12][CH3:13])=[O:11])=[O:16])=[N:21][CH:20]=3)=[CH:23][CH:24]=2)=[O:41])=[CH:43][CH:44]=1)([CH3:35])([CH3:33])[CH3:34]. (8) Given the reactants [O:1]1[CH2:3][C@H:2]1[CH2:4][O:5][C:6]1[C:18]2[C:17]3[C:12](=[CH:13][CH:14]=[CH:15][CH:16]=3)[NH:11][C:10]=2[CH:9]=[CH:8][CH:7]=1.[NH2:19][CH2:20][CH:21]1[CH2:26][CH2:25][N:24]([CH2:27][CH2:28][C:29]([F:32])([F:31])[F:30])[CH2:23][CH2:22]1, predict the reaction product. The product is: [CH:9]1[C:10]2[NH:11][C:12]3[C:17](=[CH:16][CH:15]=[CH:14][CH:13]=3)[C:18]=2[C:6]([O:5][CH2:4][C@@H:2]([OH:1])[CH2:3][NH:19][CH2:20][CH:21]2[CH2:26][CH2:25][N:24]([CH2:27][CH2:28][C:29]([F:32])([F:30])[F:31])[CH2:23][CH2:22]2)=[CH:7][CH:8]=1. (9) Given the reactants [H-].[Na+].[CH2:3]([N:10]1[C:18]2[C:17]([O:19][C:20]3[C:25]([CH3:26])=[CH:24][C:23]([CH3:27])=[CH:22][C:21]=3[CH3:28])=[N:16][C:15](F)=[N:14][C:13]=2[CH:12]=[CH:11]1)[C:4]1[CH:9]=[CH:8][CH:7]=[CH:6][CH:5]=1.C[N:31]1[C:35](=O)[CH2:34][CH2:33][CH2:32]1, predict the reaction product. The product is: [CH2:3]([N:10]1[C:18]2[C:17]([O:19][C:20]3[C:25]([CH3:26])=[CH:24][C:23]([CH3:27])=[CH:22][C:21]=3[CH3:28])=[N:16][C:15]([NH:10][C:3]3[CH:32]=[CH:33][C:34]([C:35]#[N:31])=[CH:5][CH:4]=3)=[N:14][C:13]=2[CH:12]=[CH:11]1)[C:4]1[CH:9]=[CH:8][CH:7]=[CH:6][CH:5]=1.